From a dataset of Full USPTO retrosynthesis dataset with 1.9M reactions from patents (1976-2016). Predict the reactants needed to synthesize the given product. (1) Given the product [Cl:30][C:31]1[C:32]([F:39])=[C:33]([N:37]2[C:5]([C:7]3[C:12](=[O:13])[C:11]([O:14][CH3:15])=[CH:10][N:9]([C:16]4[CH:21]=[CH:20][C:19]([N:22]5[CH:26]=[CH:25][CH:24]=[N:23]5)=[CH:18][C:17]=4[F:27])[N:8]=3)=[CH:4][CH:3]=[N:38]2)[CH:34]=[CH:35][CH:36]=1, predict the reactants needed to synthesize it. The reactants are: CN(C)[CH:3]=[CH:4][C:5]([C:7]1[C:12](=[O:13])[C:11]([O:14][CH3:15])=[CH:10][N:9]([C:16]2[CH:21]=[CH:20][C:19]([N:22]3[CH:26]=[CH:25][CH:24]=[N:23]3)=[CH:18][C:17]=2[F:27])[N:8]=1)=O.Cl.[Cl:30][C:31]1[C:32]([F:39])=[C:33]([NH:37][NH2:38])[CH:34]=[CH:35][CH:36]=1.O. (2) Given the product [F:21][C:17]1[CH:16]=[C:15]([CH:20]=[CH:19][CH:18]=1)[C:13]([N:10]1[CH2:11][CH2:12][C:8]([C:4]2[CH:3]=[C:2]([CH:7]=[CH:6][CH:5]=2)[C:23]#[N:25])=[N:9]1)=[O:14], predict the reactants needed to synthesize it. The reactants are: Br[C:2]1[CH:3]=[C:4]([C:8]2[CH2:12][CH2:11][N:10]([C:13]([C:15]3[CH:20]=[CH:19][CH:18]=[C:17]([F:21])[CH:16]=3)=[O:14])[N:9]=2)[CH:5]=[CH:6][CH:7]=1.C[C:23]([N:25](C)C)=O. (3) Given the product [Cl:19][CH2:2][C:3]1[N:7]([CH2:8][C:9]([O:11][CH2:12][CH3:13])=[O:10])[N:6]=[C:5]([N+:14]([O-:16])=[O:15])[CH:4]=1, predict the reactants needed to synthesize it. The reactants are: O[CH2:2][C:3]1[N:7]([CH2:8][C:9]([O:11][CH2:12][CH3:13])=[O:10])[N:6]=[C:5]([N+:14]([O-:16])=[O:15])[CH:4]=1.O=S(Cl)[Cl:19]. (4) The reactants are: CS(O[CH2:6][C:7]1[N:12]=[CH:11][C:10]2[N:13]=[CH:14][N:15]([C:16]3[S:17][C:18]([C:33](=[O:35])[NH2:34])=[C:19]([O:21][CH2:22][C:23]4[CH:28]=[CH:27][CH:26]=[CH:25][C:24]=4[C:29]([F:32])([F:31])[F:30])[CH:20]=3)[C:9]=2[CH:8]=1)(=O)=O.[CH2:36]([NH:38][CH2:39][CH3:40])[CH3:37]. Given the product [CH2:36]([N:38]([CH2:6][C:7]1[N:12]=[CH:11][C:10]2[N:13]=[CH:14][N:15]([C:16]3[S:17][C:18]([C:33]([NH2:34])=[O:35])=[C:19]([O:21][CH2:22][C:23]4[CH:28]=[CH:27][CH:26]=[CH:25][C:24]=4[C:29]([F:32])([F:31])[F:30])[CH:20]=3)[C:9]=2[CH:8]=1)[CH2:39][CH3:40])[CH3:37], predict the reactants needed to synthesize it. (5) Given the product [Cl:30][C:12]1[C:13]([C:15]2[CH:20]=[CH:19][CH:18]=[C:17]([NH:21][CH2:22][C:23]3[CH:28]=[CH:27][CH:26]=[C:25]([F:29])[CH:24]=3)[N:16]=2)=[CH:14][C:9]([NH:8][C@H:5]2[CH2:6][CH2:7][C@H:2]([NH:1][CH2:42][CH2:43][S:44]([CH3:47])(=[O:46])=[O:45])[CH2:3][CH2:4]2)=[N:10][CH:11]=1, predict the reactants needed to synthesize it. The reactants are: [NH2:1][C@H:2]1[CH2:7][CH2:6][C@H:5]([NH:8][C:9]2[CH:14]=[C:13]([C:15]3[CH:20]=[CH:19][CH:18]=[C:17]([NH:21][CH2:22][C:23]4[CH:28]=[CH:27][CH:26]=[C:25]([F:29])[CH:24]=4)[N:16]=3)[C:12]([Cl:30])=[CH:11][N:10]=2)[CH2:4][CH2:3]1.C([O-])([O-])=O.[K+].[K+].CS(O[CH2:42][CH2:43][S:44]([CH3:47])(=[O:46])=[O:45])(=O)=O. (6) Given the product [CH3:13][N:12]([CH3:14])[C:11]1[CH:15]=[CH:16][C:8]([C:6]2[CH:5]=[CH:4][N:3]=[C:2]([NH:27][C:26]3[CH:25]=[CH:24][C:23]([C:19]4[N:18]([CH3:17])[CH:22]=[N:21][N:20]=4)=[CH:29][CH:28]=3)[N:7]=2)=[CH:9][CH:10]=1, predict the reactants needed to synthesize it. The reactants are: Cl[C:2]1[N:7]=[C:6]([C:8]2[CH:16]=[CH:15][C:11]([N:12]([CH3:14])[CH3:13])=[CH:10][CH:9]=2)[CH:5]=[CH:4][N:3]=1.[CH3:17][N:18]1[CH:22]=[N:21][N:20]=[C:19]1[C:23]1[CH:29]=[CH:28][C:26]([NH2:27])=[CH:25][CH:24]=1.CN(C1C(C2C(P(C3CCCCC3)C3CCCCC3)=CC=CC=2)=CC=CC=1)C. (7) Given the product [N:1]1([C@:2]23[CH2:38][CH2:37][C@@H:36]([C:39]([CH3:41])=[CH2:40])[C@@H:3]2[C@@H:4]2[C@@:17]([CH3:20])([CH2:18][CH2:19]3)[C@@:16]3([CH3:21])[C@@H:7]([C@:8]4([CH3:35])[C@@H:13]([CH2:14][CH2:15]3)[C:12]([CH3:23])([CH3:22])[C:11]([C:24]3[CH2:29][CH2:28][CH:27]([C:30]([O:32][CH2:33][CH3:34])=[O:31])[CH2:26][CH:25]=3)=[CH:10][CH2:9]4)[CH2:6][CH2:5]2)[CH2:44][CH2:43]1, predict the reactants needed to synthesize it. The reactants are: [NH2:1][C@:2]12[CH2:38][CH2:37][C@@H:36]([C:39]([CH3:41])=[CH2:40])[C@@H:3]1[C@@H:4]1[C@@:17]([CH3:20])([CH2:18][CH2:19]2)[C@@:16]2([CH3:21])[C@@H:7]([C@:8]3([CH3:35])[C@@H:13]([CH2:14][CH2:15]2)[C:12]([CH3:23])([CH3:22])[C:11]([C:24]2[CH2:29][CH2:28][CH:27]([C:30]([O:32][CH2:33][CH3:34])=[O:31])[CH2:26][CH:25]=2)=[CH:10][CH2:9]3)[CH2:6][CH2:5]1.Br[CH2:43][CH2:44]Cl.P(=O)(O)(O)O.[K].